Dataset: NCI-60 drug combinations with 297,098 pairs across 59 cell lines. Task: Regression. Given two drug SMILES strings and cell line genomic features, predict the synergy score measuring deviation from expected non-interaction effect. Drug 1: C(=O)(N)NO. Drug 2: C1CC(=O)NC(=O)C1N2C(=O)C3=CC=CC=C3C2=O. Cell line: NCI-H460. Synergy scores: CSS=1.23, Synergy_ZIP=1.20, Synergy_Bliss=1.93, Synergy_Loewe=0.873, Synergy_HSA=0.498.